This data is from Reaction yield outcomes from USPTO patents with 853,638 reactions. The task is: Predict the reaction yield, written as a fraction of the theoretical maximum amount of product (1.0 means a 100% yield; for example, 0.34 means a 34% yield). (1) The reactants are C[O:2][C:3](=[O:33])/[CH:4]=[CH:5]/[C:6]1[CH:11]=[CH:10][C:9]([C:12]([CH2:30][CH3:31])([C:15]2[CH:20]=[CH:19][C:18]([CH2:21][CH2:22][CH:23]([OH:28])[C:24]([CH3:27])([CH3:26])[CH3:25])=[C:17]([CH3:29])[CH:16]=2)[CH2:13][CH3:14])=[CH:8][C:7]=1[CH3:32]. The catalyst is CO.[C].[Pd]. The product is [CH2:13]([C:12]([C:9]1[CH:10]=[CH:11][C:6]([CH2:5][CH2:4][C:3]([OH:33])=[O:2])=[C:7]([CH3:32])[CH:8]=1)([C:15]1[CH:20]=[CH:19][C:18]([CH2:21][CH2:22][CH:23]([OH:28])[C:24]([CH3:26])([CH3:27])[CH3:25])=[C:17]([CH3:29])[CH:16]=1)[CH2:30][CH3:31])[CH3:14]. The yield is 0.710. (2) The reactants are [Cl:1][C:2]1[CH:3]=[C:4]([CH:8]2[C:12]([C:15]3[CH:20]=[CH:19][C:18]([Cl:21])=[CH:17][CH:16]=3)([C:13]#[N:14])[CH:11]([CH2:22][C:23]([CH3:26])([CH3:25])[CH3:24])[NH:10][CH:9]2[C:27]([OH:29])=O)[CH:5]=[CH:6][CH:7]=1.[NH2:30][C@H:31]([CH2:34][CH:35]([CH3:37])[CH3:36])[CH2:32][OH:33].CN(C(ON1N=NC2C=CC=NC1=2)=[N+](C)C)C.F[P-](F)(F)(F)(F)F.CCN(C(C)C)C(C)C. The catalyst is C(Cl)Cl. The product is [OH:33][CH2:32][C@H:31]([NH:30][C:27]([C@H:9]1[C@H:8]([C:4]2[CH:5]=[CH:6][CH:7]=[C:2]([Cl:1])[CH:3]=2)[C@:12]([C:15]2[CH:16]=[CH:17][C:18]([Cl:21])=[CH:19][CH:20]=2)([C:13]#[N:14])[C@H:11]([CH2:22][C:23]([CH3:26])([CH3:25])[CH3:24])[NH:10]1)=[O:29])[CH2:34][CH:35]([CH3:37])[CH3:36]. The yield is 0.247. (3) The reactants are Br[C:2]1[CH:7]=[CH:6][C:5]([CH:8]2[CH2:12][CH2:11][CH:10]([C:13]3[CH:18]=[CH:17][C:16](Br)=[CH:15][CH:14]=3)[N:9]2[C:20]2[CH:25]=[CH:24][C:23]([C:26]([CH3:29])([CH3:28])[CH3:27])=[CH:22][CH:21]=2)=[CH:4][CH:3]=1.[C:30]([Cu])#[N:31].[CH3:33][NH:34]C.O. The catalyst is CN(C)C=O. The product is [C:26]([C:23]1[CH:24]=[CH:25][C:20]([N:9]2[CH:8]([C:5]3[CH:6]=[CH:7][C:2]([C:33]#[N:34])=[CH:3][CH:4]=3)[CH2:12][CH2:11][CH:10]2[C:13]2[CH:18]=[CH:17][C:16]([C:30]#[N:31])=[CH:15][CH:14]=2)=[CH:21][CH:22]=1)([CH3:28])([CH3:29])[CH3:27]. The yield is 0.500. (4) The reactants are [H-].[Na+].[NH:3]1[CH:7]=[CH:6][CH:5]=[C:4]1[CH:8]=[O:9].O.[C:11]1([CH3:17])[CH:16]=[CH:15][CH:14]=[CH:13][CH:12]=1. The catalyst is C1COCC1. The product is [N:3]1[C:16]2[C:11](=[CH:12][CH:13]=[CH:14][CH:15]=2)[CH:17]=[C:5]([CH2:6][N:3]2[CH:7]=[CH:6][CH:5]=[C:4]2[CH:8]=[O:9])[CH:4]=1. The yield is 0.540. (5) The reactants are [Cl:1][C:2]1[C:7]([N+:8]([O-:10])=[O:9])=[CH:6][CH:5]=[C:4]([Cl:11])[C:3]=1[S:12](Cl)(=[O:14])=[O:13].[CH3:16][O:17][CH2:18][CH2:19][NH:20][CH2:21][CH2:22][O:23][CH3:24].C(N(CC)CC)C. No catalyst specified. The product is [CH3:16][O:17][CH2:18][CH2:19][N:20]([CH2:21][CH2:22][O:23][CH3:24])[S:12]([C:3]1[C:4]([Cl:11])=[CH:5][CH:6]=[C:7]([N+:8]([O-:10])=[O:9])[C:2]=1[Cl:1])(=[O:14])=[O:13]. The yield is 0.890. (6) The reactants are C([O:3][C:4]([C:6]1([C:11]2[CH:16]=[C:15]([O:17][CH2:18][C:19]([F:22])([F:21])[F:20])[C:14]([C:23]3[CH:28]=[CH:27][C:26]([C:29]([F:32])([F:31])[F:30])=[CH:25][CH:24]=3)=[C:13]([Cl:33])[CH:12]=2)[CH2:10][CH2:9][CH2:8][CH2:7]1)=[O:5])C.[Li+].[OH-]. The catalyst is CO.C1COCC1.O. The product is [Cl:33][C:13]1[CH:12]=[C:11]([C:6]2([C:4]([OH:5])=[O:3])[CH2:7][CH2:8][CH2:9][CH2:10]2)[CH:16]=[C:15]([O:17][CH2:18][C:19]([F:21])([F:22])[F:20])[C:14]=1[C:23]1[CH:24]=[CH:25][C:26]([C:29]([F:30])([F:31])[F:32])=[CH:27][CH:28]=1. The yield is 0.730. (7) The reactants are [Na].[N+:2]([C:5]1[CH:12]=[CH:11][CH:10]=[C:9]([N+]([O-])=O)[C:6]=1[C:7]#[N:8])([O-:4])=[O:3].[CH3:16][OH:17]. No catalyst specified. The product is [CH3:16][O:17][C:9]1[CH:10]=[CH:11][CH:12]=[C:5]([N+:2]([O-:4])=[O:3])[C:6]=1[C:7]#[N:8]. The yield is 0.940. (8) The reactants are [NH2:1][C:2]1[C:15]([Cl:16])=[CH:14][C:13]([Cl:17])=[CH:12][C:3]=1[C:4]([N:6]=[S:7]([CH2:10][CH3:11])[CH2:8][CH3:9])=[O:5].[Cl:18][C:19]1[C:20]([N:25]2[C:29]([C:30](Cl)=[O:31])=[CH:28][C:27]([C:33]([F:36])([F:35])[F:34])=[N:26]2)=[N:21][CH:22]=[CH:23][CH:24]=1. The catalyst is N1C=CC=CC=1. The product is [Cl:18][C:19]1[C:20]([N:25]2[C:29]([C:30]([NH:1][C:2]3[C:3]([C:4](=[O:5])[N:6]=[S:7]([CH2:8][CH3:9])[CH2:10][CH3:11])=[CH:12][C:13]([Cl:17])=[CH:14][C:15]=3[Cl:16])=[O:31])=[CH:28][C:27]([C:33]([F:36])([F:34])[F:35])=[N:26]2)=[N:21][CH:22]=[CH:23][CH:24]=1. The yield is 0.280.